Dataset: Full USPTO retrosynthesis dataset with 1.9M reactions from patents (1976-2016). Task: Predict the reactants needed to synthesize the given product. (1) Given the product [F:28][C:29]1[C:33]([C:34](=[O:43])[C:35]([NH:37][C:38]([CH3:41])([CH3:42])[CH2:39][OH:40])=[O:36])=[CH:32][N:31]([CH3:44])[C:30]=1[C:45]([O:47][CH2:48][CH3:49])=[O:46].[C:13]([C:9]1[CH:7]=[C:6]([NH:5][C:45]([C:30]2[N:31]([CH3:44])[CH:32]=[C:33]([C:34](=[O:43])[C:35]([NH:37][C:38]([CH3:41])([CH3:42])[CH2:39][OH:40])=[O:36])[C:29]=2[F:28])=[O:47])[CH:15]=[CH:11][C:10]=1[F:20])#[N:12], predict the reactants needed to synthesize it. The reactants are: C([NH:5][C:6](=O)[C:7]([C:9]1[C:10]([F:20])=[C:11]([C:15](OCC)=O)[N:12](C)[CH:13]=1)=O)(C)(C)C.NC(C)(C)CO.[F:28][C:29]1[C:33]([C:34](=[O:43])[C:35]([NH:37][C:38]([CH3:42])([CH3:41])[CH2:39][OH:40])=[O:36])=[CH:32][N:31]([CH3:44])[C:30]=1[C:45]([O:47][CH2:48][CH3:49])=[O:46]. (2) Given the product [CH:33]1([N:36]([C:37]2[N:41]=[C:40]([CH:42]=[CH:12][C:10]3[N:11]=[C:7]4[C:6]([CH3:32])=[N:5][CH:4]=[C:3]([CH3:2])[N:8]4[N:9]=3)[N:39]([CH3:44])[N:38]=2)[CH3:45])[CH2:34][CH2:35]1, predict the reactants needed to synthesize it. The reactants are: [Cl-].[CH3:2][C:3]1[N:8]2[N:9]=[C:10]([CH2:12][P+](C3C=CC=CC=3)(C3C=CC=CC=3)C3C=CC=CC=3)[N:11]=[C:7]2[C:6]([CH3:32])=[N:5][CH:4]=1.[CH:33]1([N:36]([CH3:45])[C:37]2[N:41]=[C:40]([CH:42]=O)[N:39]([CH3:44])[N:38]=2)[CH2:35][CH2:34]1. (3) The reactants are: [H-].[Na+].[OH:3][C:4]1[CH:9]=[CH:8][CH:7]=[CH:6][C:5]=1[C:10](=[N:15][O:16][CH3:17])[C:11]([NH:13][CH3:14])=[O:12].[Cl:18][C:19]1[CH:33]=[CH:32][CH:31]=[CH:30][C:20]=1[O:21][C:22]1[C:27]([F:28])=[C:26](F)[N:25]=[CH:24][N:23]=1. Given the product [Cl:18][C:19]1[CH:33]=[CH:32][CH:31]=[CH:30][C:20]=1[O:21][C:22]1[N:23]=[CH:24][N:25]=[C:26]([O:3][C:4]2[CH:9]=[CH:8][CH:7]=[CH:6][C:5]=2[C:10](=[N:15][O:16][CH3:17])[C:11]([NH:13][CH3:14])=[O:12])[C:27]=1[F:28], predict the reactants needed to synthesize it. (4) Given the product [CH2:36]([N:4]1[CH2:5][CH2:6][N:1]([C:7]2[CH:8]=[CH:9][C:10]3[CH2:11][N:12]([C:18]([O:20][C:21]([CH3:24])([CH3:23])[CH3:22])=[O:19])[CH2:13][CH2:14][O:15][C:16]=3[N:17]=2)[CH2:2][CH2:3]1)[C:37]1[CH:42]=[CH:41][CH:40]=[CH:39][CH:38]=1, predict the reactants needed to synthesize it. The reactants are: [N:1]1([C:7]2[CH:8]=[CH:9][C:10]3[CH2:11][N:12]([C:18]([O:20][C:21]([CH3:24])([CH3:23])[CH3:22])=[O:19])[CH2:13][CH2:14][O:15][C:16]=3[N:17]=2)[CH2:6][CH2:5][NH:4][CH2:3][CH2:2]1.C(=O)([O-])[O-].[K+].[K+].CN(C=O)C.[CH2:36](Br)[C:37]1[CH:42]=[CH:41][CH:40]=[CH:39][CH:38]=1.